Dataset: CYP2C9 inhibition data for predicting drug metabolism from PubChem BioAssay. Task: Regression/Classification. Given a drug SMILES string, predict its absorption, distribution, metabolism, or excretion properties. Task type varies by dataset: regression for continuous measurements (e.g., permeability, clearance, half-life) or binary classification for categorical outcomes (e.g., BBB penetration, CYP inhibition). Dataset: cyp2c9_veith. (1) The drug is CC(=O)N1CCC2(CCN(Cc3nccs3)CC2)CC1. The result is 0 (non-inhibitor). (2) The result is 0 (non-inhibitor). The drug is CC(C)(C)NC[C@H](O)c1ccccc1Cl.